From a dataset of Catalyst prediction with 721,799 reactions and 888 catalyst types from USPTO. Predict which catalyst facilitates the given reaction. (1) Reactant: Br[C:2]1[CH:18]=[CH:17][C:16]([C@H:19]2[C@H:24]([O:25][CH2:26][C:27]3[CH:32]=[CH:31][CH:30]=[CH:29][CH:28]=3)[C@@H:23]([O:33][CH2:34][C:35]3[CH:40]=[CH:39][CH:38]=[CH:37][CH:36]=3)[C@H:22]([O:41][CH2:42][C:43]3[CH:48]=[CH:47][CH:46]=[CH:45][CH:44]=3)[C@@H:21]([CH2:49][O:50][CH2:51][C:52]3[CH:57]=[CH:56][CH:55]=[CH:54][CH:53]=3)[S:20]2)=[CH:15][C:3]=1[CH2:4][C:5]1[CH:14]=[CH:13][C:8]2[O:9][CH2:10][CH2:11][O:12][C:7]=2[CH:6]=1.[CH:58]1(B(O)O)[CH2:60][CH2:59]1.P([O-])([O-])([O-])=O.[K+].[K+].[K+].C1(C)C=CC=CC=1. Product: [CH:58]1([C:2]2[CH:18]=[CH:17][C:16]([C@H:19]3[C@H:24]([O:25][CH2:26][C:27]4[CH:32]=[CH:31][CH:30]=[CH:29][CH:28]=4)[C@@H:23]([O:33][CH2:34][C:35]4[CH:40]=[CH:39][CH:38]=[CH:37][CH:36]=4)[C@H:22]([O:41][CH2:42][C:43]4[CH:44]=[CH:45][CH:46]=[CH:47][CH:48]=4)[C@@H:21]([CH2:49][O:50][CH2:51][C:52]4[CH:53]=[CH:54][CH:55]=[CH:56][CH:57]=4)[S:20]3)=[CH:15][C:3]=2[CH2:4][C:5]2[CH:14]=[CH:13][C:8]3[O:9][CH2:10][CH2:11][O:12][C:7]=3[CH:6]=2)[CH2:60][CH2:59]1. The catalyst class is: 713. (2) Reactant: [CH2:1]([O:3][C:4](=[O:30])[C:5]([O:27][CH2:28][CH3:29])=[CH:6][C:7]1[CH:12]=[CH:11][C:10]([O:13][CH2:14][CH2:15][C:16]2[CH:21]=[CH:20][C:19]([O:22][S:23]([CH3:26])(=[O:25])=[O:24])=[CH:18][CH:17]=2)=[CH:9][CH:8]=1)[CH3:2]. Product: [CH2:28]([O:27][CH:5]([CH2:6][C:7]1[CH:12]=[CH:11][C:10]([O:13][CH2:14][CH2:15][C:16]2[CH:21]=[CH:20][C:19]([O:22][S:23]([CH3:26])(=[O:25])=[O:24])=[CH:18][CH:17]=2)=[CH:9][CH:8]=1)[C:4]([O:3][CH2:1][CH3:2])=[O:30])[CH3:29]. The catalyst class is: 78. (3) Reactant: Cl[C:2]1[C:7]2[C:8](=[O:32])[N:9]([C:13]3[CH:18]=[CH:17][C:16]([N:19]4[CH2:23][CH2:22][N:21]([CH2:24][C:25]([O:27][CH2:28][CH3:29])=[O:26])[C:20]4=[O:30])=[C:15]([F:31])[CH:14]=3)[CH2:10][CH2:11][O:12][C:6]=2[N:5]=[CH:4][N:3]=1.[NH3:33]. Product: [NH2:33][C:2]1[C:7]2[C:8](=[O:32])[N:9]([C:13]3[CH:18]=[CH:17][C:16]([N:19]4[CH2:23][CH2:22][N:21]([CH2:24][C:25]([O:27][CH2:28][CH3:29])=[O:26])[C:20]4=[O:30])=[C:15]([F:31])[CH:14]=3)[CH2:10][CH2:11][O:12][C:6]=2[N:5]=[CH:4][N:3]=1. The catalyst class is: 12. (4) Reactant: [H-].[Na+].[CH2:3]([O:10][C:11]1[CH:20]=[C:19]2[C:14]([C:15]([O:21][C:22]3[CH:27]=[CH:26][C:25]([NH2:28])=[CH:24][C:23]=3[F:29])=[CH:16][CH:17]=[N:18]2)=[CH:13][C:12]=1[O:30][CH3:31])[C:4]1[CH:9]=[CH:8][CH:7]=[CH:6][CH:5]=1.[CH3:32][C:33]([O:36][C:37](O[C:37]([O:36][C:33]([CH3:35])([CH3:34])[CH3:32])=[O:38])=[O:38])([CH3:35])[CH3:34]. Product: [CH2:3]([O:10][C:11]1[CH:20]=[C:19]2[C:14]([C:15]([O:21][C:22]3[CH:27]=[CH:26][C:25]([NH:28][C:37](=[O:38])[O:36][C:33]([CH3:35])([CH3:34])[CH3:32])=[CH:24][C:23]=3[F:29])=[CH:16][CH:17]=[N:18]2)=[CH:13][C:12]=1[O:30][CH3:31])[C:4]1[CH:9]=[CH:8][CH:7]=[CH:6][CH:5]=1. The catalyst class is: 1. (5) Reactant: [N:1]1[C:10]2[C:5](=[CH:6][CH:7]=[CH:8][C:9]=2[S:11](Cl)(=[O:13])=[O:12])[CH:4]=[CH:3][CH:2]=1.N[C:16]1[CH:22]=[CH:21][C:20](N2CCN(C)CC2)=[CH:19][C:17]=1N.[N:30]1C=CC=CC=1. Product: [C:16]1([C:2]2[CH:3]=[CH:4][C:5]3[C:10](=[C:9]([S:11]([NH2:30])(=[O:13])=[O:12])[CH:8]=[CH:7][CH:6]=3)[N:1]=2)[CH:22]=[CH:21][CH:20]=[CH:19][CH:17]=1. The catalyst class is: 2. (6) Reactant: [C:1](Cl)([C:14]1[CH:19]=[CH:18][CH:17]=[CH:16][CH:15]=1)([C:8]1[CH:13]=[CH:12][CH:11]=[CH:10][CH:9]=1)[C:2]1[CH:7]=[CH:6][CH:5]=[CH:4][CH:3]=1.[Br:21][C:22]1[N:27]=[C:26]([C:28]2[C:36]3[C:31](=[N:32][C:33]([Cl:37])=[N:34][CH:35]=3)[NH:30][N:29]=2)[CH:25]=[CH:24][CH:23]=1.CCN(CC)CC.O. Product: [Br:21][C:22]1[N:27]=[C:26]([C:28]2[C:36]3[C:31](=[N:32][C:33]([Cl:37])=[N:34][CH:35]=3)[N:30]([C:1]([C:14]3[CH:19]=[CH:18][CH:17]=[CH:16][CH:15]=3)([C:8]3[CH:13]=[CH:12][CH:11]=[CH:10][CH:9]=3)[C:2]3[CH:7]=[CH:6][CH:5]=[CH:4][CH:3]=3)[N:29]=2)[CH:25]=[CH:24][CH:23]=1. The catalyst class is: 3. (7) Reactant: [NH:1]1[CH2:6][CH2:5][O:4][CH:3]([CH2:7][NH:8][C:9]2[CH:14]=[CH:13][C:12]([S:15]([NH2:18])(=[O:17])=[O:16])=[CH:11][C:10]=2[N+:19]([O-:21])=[O:20])[CH2:2]1.[C:22](=O)([O-])[O-].[Na+].[Na+].CI. Product: [CH3:22][N:1]1[CH2:6][CH2:5][O:4][CH:3]([CH2:7][NH:8][C:9]2[CH:14]=[CH:13][C:12]([S:15]([NH2:18])(=[O:16])=[O:17])=[CH:11][C:10]=2[N+:19]([O-:21])=[O:20])[CH2:2]1. The catalyst class is: 9.